This data is from Forward reaction prediction with 1.9M reactions from USPTO patents (1976-2016). The task is: Predict the product of the given reaction. (1) Given the reactants [CH3:1][O:2][C:3]1[CH:4]=[C:5]([CH:10]=[CH:11]C(O)=O)[CH:6]=[CH:7][C:8]=1[CH3:9].S(Cl)(Cl)=O.[N-:19]=[N+]=[N-].[Na+].O.[O:24]1[CH2:29]COCC1, predict the reaction product. The product is: [CH3:1][O:2][C:3]1[CH:4]=[C:5]([CH:10]=[CH:11][N:19]=[C:29]=[O:24])[CH:6]=[CH:7][C:8]=1[CH3:9]. (2) Given the reactants [NH:1]1[CH2:5][CH2:4][CH2:3][C@H:2]1[CH2:6][OH:7].[CH3:8][C:9]([O:12][C:13](O[C:13]([O:12][C:9]([CH3:11])([CH3:10])[CH3:8])=[O:14])=[O:14])([CH3:11])[CH3:10].C([O-])(O)=O.[Na+], predict the reaction product. The product is: [OH:7][CH2:6][C@@H:2]1[CH2:3][CH2:4][CH2:5][N:1]1[C:13]([O:12][C:9]([CH3:11])([CH3:10])[CH3:8])=[O:14]. (3) Given the reactants [CH3:1][N:2]1[C:6]2[C:7]([O:23][C@@H:24]([C@H:26]3[CH2:30][NH:29][C:28](=[O:31])[CH2:27]3)[CH3:25])=[N:8][C:9]([C:11]3[CH:12]=[N:13][C:14]([N:17]4[CH2:22][CH2:21][NH:20][CH2:19][CH2:18]4)=[CH:15][CH:16]=3)=[CH:10][C:5]=2[N:4]=[CH:3]1.CCN(C(C)C)C(C)C.[O:41]1[CH2:44][C:43](=O)[CH2:42]1.C(O[BH-](OC(=O)C)OC(=O)C)(=O)C.[Na+], predict the reaction product. The product is: [CH3:1][N:2]1[C:6]2[C:7]([O:23][C@@H:24]([C@H:26]3[CH2:30][NH:29][C:28](=[O:31])[CH2:27]3)[CH3:25])=[N:8][C:9]([C:11]3[CH:12]=[N:13][C:14]([N:17]4[CH2:22][CH2:21][N:20]([CH:43]5[CH2:44][O:41][CH2:42]5)[CH2:19][CH2:18]4)=[CH:15][CH:16]=3)=[CH:10][C:5]=2[N:4]=[CH:3]1. (4) The product is: [CH3:16][O:17][C:18]1[CH:25]=[CH:24][C:21]([CH2:22][N:1]2[C:9]3[CH:8]=[CH:7][CH:6]=[C:5]([C:10]([O:12][CH3:13])=[O:11])[C:4]=3[CH:3]=[CH:2]2)=[CH:20][CH:19]=1. Given the reactants [NH:1]1[C:9]2[CH:8]=[CH:7][CH:6]=[C:5]([C:10]([O:12][CH3:13])=[O:11])[C:4]=2[CH:3]=[CH:2]1.[H-].[Na+].[CH3:16][O:17][C:18]1[CH:25]=[CH:24][C:21]([CH2:22]Br)=[CH:20][CH:19]=1, predict the reaction product. (5) Given the reactants [OH:1][C:2]1[CH:7]=[CH:6][CH:5]=[CH:4][C:3]=1[C:8](=[O:10])[CH3:9].[C:11]1(=O)[CH2:15][CH2:14][CH2:13][CH2:12]1.[C:17]1(=[O:23])CCCC[CH2:18]1, predict the reaction product. The product is: [CH2:17]([O:23][C:6]1[CH:7]=[C:2]2[C:3]([C:8](=[O:10])[CH2:9][C:11]3([O:1]2)[CH2:15][CH2:14][CH2:13][CH2:12]3)=[CH:4][CH:5]=1)[CH3:18]. (6) The product is: [NH2:13][C:11]1[C:5]2[O:6][CH2:7][C:8](=[O:10])[NH:9][C:4]=2[CH:3]=[CH:2][CH:12]=1. Given the reactants Cl[C:2]1[CH:12]=[C:11]([N+:13]([O-])=O)[C:5]2[O:6][CH2:7][C:8](=[O:10])[NH:9][C:4]=2[CH:3]=1, predict the reaction product. (7) The product is: [F:8][C:6]1[CH:5]=[C:4]([CH2:9][C:10]([NH:13][CH:14]([C:16]2[NH:17][CH2:18][C:19]([C:27]([O:29][CH3:30])=[O:28])([C:21]3[CH:26]=[CH:25][CH:24]=[CH:23][CH:22]=3)[N:20]=2)[CH3:15])=[O:12])[CH:3]=[C:2]([F:1])[CH:7]=1. Given the reactants [F:1][C:2]1[CH:3]=[C:4]([CH2:9][C:10]([OH:12])=O)[CH:5]=[C:6]([F:8])[CH:7]=1.[NH2:13][CH:14]([C:16]1[N:17](C(OC(C)(C)C)=O)[CH2:18][C:19]([C:27]([O:29][CH3:30])=[O:28])([C:21]2[CH:26]=[CH:25][CH:24]=[CH:23][CH:22]=2)[N:20]=1)[CH3:15], predict the reaction product.